From a dataset of Reaction yield outcomes from USPTO patents with 853,638 reactions. Predict the reaction yield, written as a fraction of the theoretical maximum amount of product (1.0 means a 100% yield; for example, 0.34 means a 34% yield). (1) The reactants are [NH2:1][C:2]1[CH:7]=[CH:6][C:5]([C:8]2[CH:16]=[C:15]3[C:11]([CH2:12][N:13]([C@@H:18]([CH:23]([CH3:25])[CH3:24])[C:19]([O:21][CH3:22])=[O:20])[C:14]3=[O:17])=[CH:10][CH:9]=2)=[CH:4][CH:3]=1.[C:26]1([C:32]2[S:36][C:35]([C:37](OCC)=[O:38])=[N:34][CH:33]=2)[CH:31]=[CH:30][CH:29]=[CH:28][CH:27]=1.C[Al](C)C. The catalyst is C1(C)C=CC=CC=1. The product is [CH3:24][CH:23]([CH3:25])[C@H:18]([N:13]1[CH2:12][C:11]2[C:15](=[CH:16][C:8]([C:5]3[CH:4]=[CH:3][C:2]([NH:1][C:37]([C:35]4[S:36][C:32]([C:26]5[CH:27]=[CH:28][CH:29]=[CH:30][CH:31]=5)=[CH:33][N:34]=4)=[O:38])=[CH:7][CH:6]=3)=[CH:9][CH:10]=2)[C:14]1=[O:17])[C:19]([O:21][CH3:22])=[O:20]. The yield is 0.290. (2) The reactants are Br[C:2]1[C:3]2[CH2:4][CH2:5][CH:6]([C:17]3[CH:22]=[CH:21][CH:20]=[CH:19][CH:18]=3)[NH:7][C:8]=2[C:9]2[N:14]=[C:13]([CH3:15])[N:12]([CH3:16])[C:10]=2[CH:11]=1.C1(P([C:36]2[CH:41]=CC=CC=2)C2C=CC=CC=2)C=CC=CC=1.[C]=[O:43].O.[CH2:45]([OH:47])C. The catalyst is C(N(CC)CC)C.C([O-])(=O)C.[Pd+2].C([O-])(=O)C. The product is [CH3:15][C:13]1[N:12]([CH3:16])[C:10]2[CH:11]=[C:2]([C:45]([O:47][CH2:41][CH3:36])=[O:43])[C:3]3[CH2:4][CH2:5][CH:6]([C:17]4[CH:22]=[CH:21][CH:20]=[CH:19][CH:18]=4)[NH:7][C:8]=3[C:9]=2[N:14]=1. The yield is 0.660. (3) The reactants are Br[C:2]1[CH:3]=[C:4]([Cl:10])[C:5]([Cl:9])=[C:6]([Cl:8])[CH:7]=1.[CH3:11][C:12]1(C)[C:16](C)(C)OB(C(C)=C)O1.C([O-])([O-])=O.[K+].[K+].CC(=O)OCC. The catalyst is C1COCC1.O.Cl[Pd](Cl)([P](C1C=CC=CC=1)(C1C=CC=CC=1)C1C=CC=CC=1)[P](C1C=CC=CC=1)(C1C=CC=CC=1)C1C=CC=CC=1. The product is [Cl:10][C:4]1[CH:3]=[C:2]([C:12]([CH3:16])=[CH2:11])[CH:7]=[C:6]([Cl:8])[C:5]=1[Cl:9]. The yield is 0.810. (4) The reactants are [C:1](=[O:19])([O:17][CH3:18])[O:2][C:3]1[C:8]([N+:9]([O-])=O)=[CH:7][C:6]([F:12])=[CH:5][C:4]=1[C:13]([CH3:16])([CH3:15])[CH3:14].C([O-])=O.[NH4+]. The catalyst is CCO.[Pd]. The product is [C:1](=[O:19])([O:17][CH3:18])[O:2][C:3]1[C:8]([NH2:9])=[CH:7][C:6]([F:12])=[CH:5][C:4]=1[C:13]([CH3:14])([CH3:15])[CH3:16]. The yield is 0.270.